From a dataset of NCI-60 drug combinations with 297,098 pairs across 59 cell lines. Regression. Given two drug SMILES strings and cell line genomic features, predict the synergy score measuring deviation from expected non-interaction effect. (1) Drug 1: CC1=C2C(C(=O)C3(C(CC4C(C3C(C(C2(C)C)(CC1OC(=O)C(C(C5=CC=CC=C5)NC(=O)OC(C)(C)C)O)O)OC(=O)C6=CC=CC=C6)(CO4)OC(=O)C)OC)C)OC. Drug 2: CC1=C(C=C(C=C1)C(=O)NC2=CC(=CC(=C2)C(F)(F)F)N3C=C(N=C3)C)NC4=NC=CC(=N4)C5=CN=CC=C5. Cell line: LOX IMVI. Synergy scores: CSS=53.7, Synergy_ZIP=5.93, Synergy_Bliss=6.02, Synergy_Loewe=-18.3, Synergy_HSA=8.46. (2) Cell line: U251. Synergy scores: CSS=1.58, Synergy_ZIP=9.15, Synergy_Bliss=16.1, Synergy_Loewe=5.67, Synergy_HSA=3.65. Drug 2: CCN(CC)CCNC(=O)C1=C(NC(=C1C)C=C2C3=C(C=CC(=C3)F)NC2=O)C. Drug 1: CCC(=C(C1=CC=CC=C1)C2=CC=C(C=C2)OCCN(C)C)C3=CC=CC=C3.C(C(=O)O)C(CC(=O)O)(C(=O)O)O. (3) Drug 1: CNC(=O)C1=CC=CC=C1SC2=CC3=C(C=C2)C(=NN3)C=CC4=CC=CC=N4. Drug 2: CC(C1=C(C=CC(=C1Cl)F)Cl)OC2=C(N=CC(=C2)C3=CN(N=C3)C4CCNCC4)N. Cell line: HCT-15. Synergy scores: CSS=2.43, Synergy_ZIP=-0.838, Synergy_Bliss=-1.13, Synergy_Loewe=-2.54, Synergy_HSA=-2.71. (4) Drug 1: C1CCC(C1)C(CC#N)N2C=C(C=N2)C3=C4C=CNC4=NC=N3. Drug 2: C1=CC(=CC=C1CCCC(=O)O)N(CCCl)CCCl. Cell line: HCC-2998. Synergy scores: CSS=-12.4, Synergy_ZIP=-5.05, Synergy_Bliss=-20.3, Synergy_Loewe=-27.7, Synergy_HSA=-24.1. (5) Drug 1: CCC(=C(C1=CC=CC=C1)C2=CC=C(C=C2)OCCN(C)C)C3=CC=CC=C3.C(C(=O)O)C(CC(=O)O)(C(=O)O)O. Drug 2: C1CN(P(=O)(OC1)NCCCl)CCCl. Cell line: OVCAR-4. Synergy scores: CSS=1.15, Synergy_ZIP=3.46, Synergy_Bliss=-2.88, Synergy_Loewe=-1.67, Synergy_HSA=-1.65. (6) Cell line: SN12C. Drug 2: CC1C(C(CC(O1)OC2CC(OC(C2O)C)OC3=CC4=CC5=C(C(=O)C(C(C5)C(C(=O)C(C(C)O)O)OC)OC6CC(C(C(O6)C)O)OC7CC(C(C(O7)C)O)OC8CC(C(C(O8)C)O)(C)O)C(=C4C(=C3C)O)O)O)O. Drug 1: CC=C1C(=O)NC(C(=O)OC2CC(=O)NC(C(=O)NC(CSSCCC=C2)C(=O)N1)C(C)C)C(C)C. Synergy scores: CSS=34.4, Synergy_ZIP=0.785, Synergy_Bliss=-1.44, Synergy_Loewe=-25.6, Synergy_HSA=-4.85. (7) Drug 1: CNC(=O)C1=CC=CC=C1SC2=CC3=C(C=C2)C(=NN3)C=CC4=CC=CC=N4. Drug 2: CN1C2=C(C=C(C=C2)N(CCCl)CCCl)N=C1CCCC(=O)O.Cl. Cell line: HOP-62. Synergy scores: CSS=5.32, Synergy_ZIP=0.999, Synergy_Bliss=2.32, Synergy_Loewe=-3.10, Synergy_HSA=-2.85. (8) Drug 1: C1=CC(=CC=C1C#N)C(C2=CC=C(C=C2)C#N)N3C=NC=N3. Drug 2: CC1=C2C(C(=O)C3(C(CC4C(C3C(C(C2(C)C)(CC1OC(=O)C(C(C5=CC=CC=C5)NC(=O)OC(C)(C)C)O)O)OC(=O)C6=CC=CC=C6)(CO4)OC(=O)C)O)C)O. Cell line: U251. Synergy scores: CSS=6.57, Synergy_ZIP=-0.562, Synergy_Bliss=-2.34, Synergy_Loewe=-2.41, Synergy_HSA=-1.18.